This data is from Catalyst prediction with 721,799 reactions and 888 catalyst types from USPTO. The task is: Predict which catalyst facilitates the given reaction. (1) Reactant: [CH2:1]([OH:19])[CH2:2][CH2:3][CH2:4][CH2:5][CH2:6][CH2:7][CH2:8][CH2:9][CH2:10][CH2:11][CH2:12][CH2:13][CH2:14][CH2:15][CH2:16][CH2:17][CH3:18].[CH3:20][S:21](Cl)(=[O:23])=[O:22].C(N(CC)CC)C. Product: [CH2:1]([O:19][S:21]([CH3:20])(=[O:23])=[O:22])[CH2:2][CH2:3][CH2:4][CH2:5][CH2:6][CH2:7][CH2:8][CH2:9][CH2:10][CH2:11][CH2:12][CH2:13][CH2:14][CH2:15][CH2:16][CH2:17][CH3:18]. The catalyst class is: 1. (2) Reactant: CC([C:6]1[CH:7]=[C:8]2[C:13](=[CH:14][CH:15]=1)[CH:12]=[C:11](/C=C/[C:11]1[C:10]([S:35][CH3:36])=[CH:9][C:8]3[C:13](=[CH:14][CH:15]=[C:6](C(C)CCC)[CH:7]=3)[CH:12]=1)[C:10]([S:35][CH3:36])=[CH:9]2)CCC.II. Product: [CH:10]1[CH:9]=[C:8]2[C:13]([CH:14]=[C:36]3[S:35][C:10]4[C:11]5[C:10]([S:35][C:9]=4[C:6]3=[CH:7]2)=[CH:9][C:8]2[C:13](=[CH:14][CH:15]=[CH:6][CH:7]=2)[CH:12]=5)=[CH:12][CH:11]=1. The catalyst class is: 22. (3) Reactant: Cl[C:2]1[O:3][C:4]2[C:5](=[C:7]([C:19]#[N:20])[C:8]([CH3:18])=[C:9]([C:12]3[CH:17]=[CH:16][CH:15]=[CH:14][CH:13]=3)[C:10]=2[F:11])[N:6]=1.[CH:21]([N:24](C(C)C)[CH2:25]C)(C)C.Cl.[NH:31]1[CH2:34][CH:33]([C:35](C[N-]C)=[O:36])[CH2:32]1. Product: [C:19]([C:7]1[C:5]2[N:6]=[C:2]([N:31]3[CH2:32][CH:33]([C:35]([N:24]([CH3:25])[CH3:21])=[O:36])[CH2:34]3)[O:3][C:4]=2[C:10]([F:11])=[C:9]([C:12]2[CH:17]=[CH:16][CH:15]=[CH:14][CH:13]=2)[C:8]=1[CH3:18])#[N:20]. The catalyst class is: 4. (4) Reactant: Br[C:2]1[C:6](=[O:7])[C:5]2([CH2:12][CH2:11][N:10]([C:13]([O:15][C:16]([CH3:19])([CH3:18])[CH3:17])=[O:14])[CH2:9][CH2:8]2)[O:4][C:3]=1[C:20]1[CH:25]=[CH:24][N:23]=[CH:22][CH:21]=1.[O:26]1[C:30]2[CH:31]=[CH:32][C:33](B(O)O)=[CH:34][C:29]=2[O:28][CH2:27]1.C([O-])([O-])=O.[Na+].[Na+]. Product: [O:26]1[C:30]2[CH:31]=[CH:32][C:33]([C:2]3[C:6](=[O:7])[C:5]4([CH2:8][CH2:9][N:10]([C:13]([O:15][C:16]([CH3:18])([CH3:19])[CH3:17])=[O:14])[CH2:11][CH2:12]4)[O:4][C:3]=3[C:20]3[CH:21]=[CH:22][N:23]=[CH:24][CH:25]=3)=[CH:34][C:29]=2[O:28][CH2:27]1. The catalyst class is: 3. (5) Reactant: [OH:1][C:2]1[CH:38]=[N:37][C:5]2[N:6]([C:19]([NH:21][CH:22]([C:26]3[CH:31]=[CH:30][C:29]([O:32][C:33]([F:36])([F:35])[F:34])=[CH:28][CH:27]=3)[CH2:23][O:24][CH3:25])=[O:20])[CH2:7][C:8](=[O:18])[N:9]([CH2:10][O:11][CH2:12][CH2:13][Si:14]([CH3:17])([CH3:16])[CH3:15])[C:4]=2[CH:3]=1.[C:39](=O)([O-])[O-].[K+].[K+].IC.O. Product: [CH3:39][O:1][C:2]1[CH:38]=[N:37][C:5]2[N:6]([C:19]([NH:21][CH:22]([C:26]3[CH:27]=[CH:28][C:29]([O:32][C:33]([F:35])([F:34])[F:36])=[CH:30][CH:31]=3)[CH2:23][O:24][CH3:25])=[O:20])[CH2:7][C:8](=[O:18])[N:9]([CH2:10][O:11][CH2:12][CH2:13][Si:14]([CH3:17])([CH3:16])[CH3:15])[C:4]=2[CH:3]=1. The catalyst class is: 9. (6) Reactant: [N:1]1([C:6]2[CH:11]=[CH:10][C:9]([NH:12][C:13](=[O:20])OCC(Cl)(Cl)Cl)=[CH:8][CH:7]=2)[CH:5]=[CH:4][CH:3]=[N:2]1.F[C:22]1[CH:27]=[CH:26][CH:25]=[CH:24][C:23]=1[C:28]1[N:32]=[C:31]([N:33]2[CH2:38][CH2:37][NH:36][CH2:35][CH2:34]2)[S:30][N:29]=1.C(N(C(C)C)CC)(C)C.CS(C)=O. Product: [C:23]1([C:28]2[N:32]=[C:31]([N:33]3[CH2:38][CH2:37][N:36]([C:13]([NH:12][C:9]4[CH:8]=[CH:7][C:6]([N:1]5[CH:5]=[CH:4][CH:3]=[N:2]5)=[CH:11][CH:10]=4)=[O:20])[CH2:35][CH2:34]3)[S:30][N:29]=2)[CH:22]=[CH:27][CH:26]=[CH:25][CH:24]=1. The catalyst class is: 6. (7) Reactant: C([O:5][C:6]([N:8]1[CH2:13][CH2:12][N:11]([C:14]2[CH:19]=[CH:18][C:17]([C:20]3[O:24][C:23]([NH:25][C:26]4[CH:27]=[N:28][CH:29]=[CH:30][CH:31]=4)=[N:22][C:21]=3[C:32](O)=[O:33])=[CH:16][CH:15]=2)[CH2:10][CH2:9]1)=[O:7])(C)(C)C.F[P-](F)(F)(F)(F)F.C[N+](C)=C(N(C)C)O.C([N:53](C(C)C)CC)(C)C.N.O1CCOCC1.F[P-](F)(F)(F)(F)F.N1(OC(N(C)C)=[N+](C)C)[C:77]2N=C[CH:80]=[CH:81][C:76]=2N=N1. Product: [C:32]([C:21]1[N:22]=[C:23]([NH:25][C:26]2[CH:27]=[N:28][CH:29]=[CH:30][CH:31]=2)[O:24][C:20]=1[C:17]1[CH:16]=[CH:15][C:14]([N:11]2[CH2:10][CH2:9][N:8]([C:6]([O:5][CH2:77][CH2:76][CH2:81][CH3:80])=[O:7])[CH2:13][CH2:12]2)=[CH:19][CH:18]=1)(=[O:33])[NH2:53]. The catalyst class is: 3. (8) Reactant: [CH3:1][C:2]1([CH3:13])[CH2:6][C:5]2([CH2:11][CH2:10][C:9](=[O:12])[CH2:8][CH2:7]2)[O:4][CH2:3]1.C1C=CC(N([S:21]([C:24]([F:27])([F:26])[F:25])(=[O:23])=[O:22])[S:21]([C:24]([F:27])([F:26])[F:25])(=[O:23])=[O:22])=CC=1. Product: [F:25][C:24]([F:27])([F:26])[S:21]([O:12][C:9]1[CH2:10][CH2:11][C:5]2([O:4][CH2:3][C:2]([CH3:13])([CH3:1])[CH2:6]2)[CH2:7][CH:8]=1)(=[O:23])=[O:22]. The catalyst class is: 7. (9) Reactant: [OH:1][C:2]1[CH:9]=[CH:8][C:5]([CH:6]=[O:7])=[CH:4][CH:3]=1.C([O-])([O-])=O.[K+].[K+].I[CH2:17][CH2:18][CH2:19][CH2:20][CH2:21][CH2:22][CH2:23][CH2:24][CH2:25][CH3:26].O. The catalyst class is: 3. Product: [CH2:17]([O:1][C:2]1[CH:9]=[CH:8][C:5]([CH:6]=[O:7])=[CH:4][CH:3]=1)[CH2:18][CH2:19][CH2:20][CH2:21][CH2:22][CH2:23][CH2:24][CH2:25][CH3:26].